Task: Predict the reactants needed to synthesize the given product.. Dataset: Full USPTO retrosynthesis dataset with 1.9M reactions from patents (1976-2016) Given the product [CH2:1]([O:4][C:5]1[CH:14]=[CH:13][C:8]([C:9]([OH:11])=[O:10])=[CH:7][CH:6]=1)[CH:2]=[CH2:3], predict the reactants needed to synthesize it. The reactants are: [CH2:1]([O:4][C:5]1[CH:14]=[CH:13][C:8]([C:9]([O:11]C)=[O:10])=[CH:7][CH:6]=1)[CH:2]=[CH2:3].C1COCC1.[OH-].[Na+].